Dataset: Forward reaction prediction with 1.9M reactions from USPTO patents (1976-2016). Task: Predict the product of the given reaction. (1) Given the reactants C(N(C(C)C)CC)(C)C.[CH3:10][S:11](Cl)(=[O:13])=[O:12].[OH:15][CH2:16][CH2:17][O:18][CH:19]([C:28]1[NH:29][CH:30]=[N:31][CH:32]=1)[C:20]1[CH:27]=[CH:26][C:23]([C:24]#[N:25])=[CH:22][CH:21]=1.O, predict the reaction product. The product is: [CH3:10][S:11]([O:15][CH2:16][CH2:17][O:18][CH:19]([C:20]1[CH:27]=[CH:26][C:23]([C:24]#[N:25])=[CH:22][CH:21]=1)[C:28]1[NH:29][CH:30]=[N:31][CH:32]=1)(=[O:13])=[O:12]. (2) Given the reactants [CH3:1][O:2][C:3](=[O:14])[C:4]1[CH:9]=[CH:8][C:7]([NH:10][CH2:11][CH3:12])=[C:6]([NH2:13])[CH:5]=1.[N:15]1[CH:20]=[CH:19][CH:18]=[C:17]([O:21][C:22]2[CH:31]=[CH:30][C:25]3[N:26]=[C:27]([NH2:29])[S:28][C:24]=3[CH:23]=2)[CH:16]=1.[C:32](N1C=CN=C1)(N1C=CN=C1)=S.C(Cl)CCl, predict the reaction product. The product is: [CH3:1][O:2][C:3]([C:4]1[CH:9]=[CH:8][C:7]2[N:10]([CH2:11][CH3:12])[C:32]([NH:29][C:27]3[S:28][C:24]4[CH:23]=[C:22]([O:21][C:17]5[CH:16]=[N:15][CH:20]=[CH:19][CH:18]=5)[CH:31]=[CH:30][C:25]=4[N:26]=3)=[N:13][C:6]=2[CH:5]=1)=[O:14].